Dataset: Peptide-MHC class I binding affinity with 185,985 pairs from IEDB/IMGT. Task: Regression. Given a peptide amino acid sequence and an MHC pseudo amino acid sequence, predict their binding affinity value. This is MHC class I binding data. (1) The peptide sequence is CYMHVSDFY. The MHC is HLA-A11:01 with pseudo-sequence HLA-A11:01. The binding affinity (normalized) is 0.0847. (2) The peptide sequence is YPAEITLTW. The MHC is HLA-B15:01 with pseudo-sequence HLA-B15:01. The binding affinity (normalized) is 0.0847. (3) The peptide sequence is DEALRGFLLY. The MHC is HLA-A24:02 with pseudo-sequence HLA-A24:02. The binding affinity (normalized) is 0.0264. (4) The peptide sequence is QNGALAINTF. The MHC is HLA-B07:02 with pseudo-sequence HLA-B07:02. The binding affinity (normalized) is 0.